This data is from Antibody paratope prediction from SAbDab with 1,023 antibody chains. The task is: Token-level Classification. Given an antibody amino acid sequence, predict which amino acid positions are active in antigen binding. Output is a list of indices for active paratope positions. (1) Given the antibody sequence: DIQMTQSPSSLSASVGDRVTITCRASQSVSSAVAWYQQKPGKAPKLLIYSASSLYSGVPSRFSGSRSGTDFTLTISSLQPEDFATYYCQQHGPFYWLFTFGQGTKVEIK, which amino acid positions are active in antigen binding (paratope)? The paratope positions are: [95, 96]. (2) The paratope positions are: [52, 83, 84, 85, 104, 105, 106, 107, 108]. Given the antibody sequence: EVQLLESGGGLVQPGGSLRLSCAASGFTFSHYIMMWVRQAPGKGLEWVSGIYSSGGITVYADSVKGRFTISRDNSKNTLYLQMNSLRAEDTAVYYCAYRRIGVPRRDEFDIWGQGTMVTVSS, which amino acid positions are active in antigen binding (paratope)? (3) Given the antibody sequence: EVQLVQSGAEVKKPGESLKISCKGSGYSFTSYWIGWVRQMPGKGLEWMGIIYPGDSDTRYSPSFQGQVTISADKSISTAYLQWSSLKASDTAMYYCARLGGRYYYDSSGYYYFDYWGQGTLVTVSS, which amino acid positions are active in antigen binding (paratope)? The paratope positions are: [52, 83, 84, 85, 104, 105, 106, 107, 108, 109, 110, 111, 112]. (4) Given the antibody sequence: EVRLVQSGNQVRKPGASVRISCEASGYKFIDHFIHWVRQVPGHGLEWLGWINPRGGGVNYSRSFQGKLSMTMTRDNFEETAYLDLSKLNPGDTAVYFCARGFAGYEWSFIWGQGTLVIVSS, which amino acid positions are active in antigen binding (paratope)? The paratope positions are: [52, 67, 68, 85, 86, 87, 106, 107]. (5) Given the antibody sequence: EVQLQQSGPELVKPGASVKMSCKASGYTFTSNVMHWVKQKPGQGLEWIGYINPYNDGTKYNEKFKGKATLTSDKSSSTAYMELSSLTSEDSAVYYCARNWDVAYWGQGTLVTVSA, which amino acid positions are active in antigen binding (paratope)? The paratope positions are: [52, 83, 84, 85]. (6) Given the antibody sequence: DVVMTQTPLSLSVTLGQPASISCKSSQSLLDSDGKTYLNWLLQRPGQSPKRLIYLVSKLASGVPDRFTGSGSGTDFTLKINRVEAEDLGIYYCWQGTHFPWTFGGGTKLEIK, which amino acid positions are active in antigen binding (paratope)? The paratope positions are: [30, 31, 32, 33, 34].